Task: Predict the reactants needed to synthesize the given product.. Dataset: Full USPTO retrosynthesis dataset with 1.9M reactions from patents (1976-2016) (1) Given the product [N:19]1[CH:24]=[C:23]([C:2]2[CH:3]=[C:4]3[C:10]([CH:11]=[O:12])=[N:9][N:8]([CH:13]4[CH2:18][CH2:17][CH2:16][CH2:15][O:14]4)[C:5]3=[CH:6][N:7]=2)[CH:22]=[N:21][CH:20]=1, predict the reactants needed to synthesize it. The reactants are: Br[C:2]1[CH:3]=[C:4]2[C:10]([CH:11]=[O:12])=[N:9][N:8]([CH:13]3[CH2:18][CH2:17][CH2:16][CH2:15][O:14]3)[C:5]2=[CH:6][N:7]=1.[N:19]1[CH:24]=[C:23](B(O)O)[CH:22]=[N:21][CH:20]=1.C([O-])([O-])=O.[K+].[K+].CCOC(C)=O. (2) Given the product [CH3:28][O:27][CH2:26][CH:25]=[CH:24][C:18]1[C:19]([CH3:23])=[CH:20][CH:21]=[CH:22][C:17]=1[C:16]([NH:15][C:6]1([C:4]([OH:5])=[O:3])[CH2:7][C:8]2[C:13](=[CH:12][CH:11]=[CH:10][CH:9]=2)[CH2:14]1)=[O:29], predict the reactants needed to synthesize it. The reactants are: C([O:3][C:4]([C:6]1([NH:15][C:16](=[O:29])[C:17]2[CH:22]=[CH:21][CH:20]=[C:19]([CH3:23])[C:18]=2[CH:24]=[CH:25][CH2:26][O:27][CH3:28])[CH2:14][C:13]2[C:8](=[CH:9][CH:10]=[CH:11][CH:12]=2)[CH2:7]1)=[O:5])C.[OH-].[K+].O.